Dataset: Acute oral toxicity (LD50) regression data from Zhu et al.. Task: Regression/Classification. Given a drug SMILES string, predict its toxicity properties. Task type varies by dataset: regression for continuous values (e.g., LD50, hERG inhibition percentage) or binary classification for toxic/non-toxic outcomes (e.g., AMES mutagenicity, cardiotoxicity, hepatotoxicity). Dataset: ld50_zhu. (1) The compound is c1ccc(OP(Oc2ccccc2)Oc2ccccc2)cc1. The rat oral LD50 is 2.29, given as -log10 of the dose in mol/kg body weight (higher means more acutely toxic). (2) The drug is C=CC(=O)OCCCC. The rat oral LD50 is 2.15, given as -log10 of the dose in mol/kg body weight (higher means more acutely toxic). (3) The molecule is C=C(CC)C(=O)c1ccc(OCC(=O)O)c(Cl)c1Cl. The rat oral LD50 is 2.48, given as -log10 of the dose in mol/kg body weight (higher means more acutely toxic). (4) The rat oral LD50 is 4.21, given as -log10 of the dose in mol/kg body weight (higher means more acutely toxic). The molecule is CCCOP(=S)(Oc1cnn(C)c(=O)c1OC)OC(C)C. (5) The drug is O=C(NC(CCc1ccc2c(c1)OCO2)CCc1ccc2c(c1)OCO2)c1ccc(Cl)cc1. The rat oral LD50 is 2.41, given as -log10 of the dose in mol/kg body weight (higher means more acutely toxic). (6) The drug is COc1ccc2c(c1)c(CC(=O)Oc1ccc(NC(C)=O)cc1)c(C)n2C(=O)c1ccc(Cl)cc1. The rat oral LD50 is 2.74, given as -log10 of the dose in mol/kg body weight (higher means more acutely toxic). (7) The drug is COC(=O)C(Cl)Cc1ccc(Cl)cc1. The rat oral LD50 is 2.34, given as -log10 of the dose in mol/kg body weight (higher means more acutely toxic). (8) The compound is CCCCCCCCN1CCCC1=O. The rat oral LD50 is 1.98, given as -log10 of the dose in mol/kg body weight (higher means more acutely toxic).